From a dataset of Full USPTO retrosynthesis dataset with 1.9M reactions from patents (1976-2016). Predict the reactants needed to synthesize the given product. (1) The reactants are: [CH2:1]([O:3][C:4]([CH:6]([P:22]([O:27][CH2:28][CH3:29])([O:24][CH2:25][CH3:26])=[O:23])[O:7][C@@H:8]1[CH2:12][C@H:11]([N:13]2[CH:21]=[C:19]([CH3:20])[C:17](=[O:18])[NH:16][C:14]2=[O:15])[CH:10]=[CH:9]1)=[O:5])[CH3:2]. Given the product [CH2:1]([O:3][C:4]([CH:6]([P:22]([O:24][CH2:25][CH3:26])([O:27][CH2:28][CH3:29])=[O:23])[O:7][C@@H:8]1[CH2:12][C@H:11]([N:13]2[CH:21]=[C:19]([CH3:20])[C:17](=[O:18])[NH:16][C:14]2=[O:15])[CH2:10][CH2:9]1)=[O:5])[CH3:2], predict the reactants needed to synthesize it. (2) Given the product [F:36][C:37]([F:42])([F:41])[C:38]([OH:40])=[O:39].[Cl:19][C:15]1[C:14]([F:20])=[C:13]([CH:12]2[C:11]([C:29]#[N:30])([C:21]3[CH:26]=[CH:25][C:24]([Cl:27])=[CH:23][C:22]=3[Cl:28])[CH:10]([CH2:31][C:32]([CH3:35])([CH3:33])[CH3:34])[NH:9][CH:8]2[C:6]([OH:7])=[O:5])[CH:18]=[CH:17][CH:16]=1, predict the reactants needed to synthesize it. The reactants are: C([O:5][C:6]([CH:8]1[CH:12]([C:13]2[CH:18]=[CH:17][CH:16]=[C:15]([Cl:19])[C:14]=2[F:20])[C:11]([C:29]#[N:30])([C:21]2[CH:26]=[CH:25][C:24]([Cl:27])=[CH:23][C:22]=2[Cl:28])[CH:10]([CH2:31][C:32]([CH3:35])([CH3:34])[CH3:33])[NH:9]1)=[O:7])(C)(C)C.[F:36][C:37]([F:42])([F:41])[C:38]([OH:40])=[O:39].